From a dataset of Drug-target binding data from BindingDB using Ki measurements. Regression. Given a target protein amino acid sequence and a drug SMILES string, predict the binding affinity score between them. We predict pKi (pKi = -log10(Ki in M); higher means stronger inhibition). Dataset: bindingdb_ki. (1) The small molecule is CC[C@H](C)[C@H](NC(=O)[C@H](CCCNC(=N)N)NC(=O)[C@H](CCCNC(=N)N)NC(=O)[C@H](CC(C)C)NC(=O)[C@H](Cc1ccccc1)NC(=O)CNC(=O)CNC(=O)[C@@H](N)Cc1ccc(O)cc1)C(=O)N[C@@H](CCCNC(=N)N)C(=O)N1CCC[C@H]1C(=O)N[C@@H](CCCCN)C(=O)N[C@@H](CC(C)C)C(=O)N[C@@H](CCCCN)C(=O)O. The target protein sequence is MDSPIQIFRGEPGPTCAPSACLPPNSSAWFPGWAEPDSNGSAGSEDAQLEPAHISPAIPVIITAVASVVFVVGLVGNSLVMFVIIRYTKMKTATNIYIFNLALADALVTTTMPFQSTVYLMNSWPFGDVLCKIVISIDYYNMFTSIFTLTMMSVDRYIAVCHPVKALDFRTPLKAKIINICIWLLSSSVGISAIVLGGTKVREDVDVIECSLQFPDDDYSWWDLFMKICVFIFAFVIPVLIIIVCYTLMILRLKSVRLLSGSREKDRNLRRITRLVLVVVAVFVVCWTPIHIFILVEALGSTSHSTAALSSYYFCIALGYTNSSLNPILYAFLDENFKRCFRDFCFPLKMRMERQSTSRVRNTVQDPAYLRDIDGMNKPV. The pKi is 7.1. (2) The compound is CCC[C@H](NC(=O)[C@@H]1C[C@@H](Oc2cc(-c3ccccc3)nc3cc(OC)ccc23)CN1C(=O)[C@@H](NC(=O)OC(C)(C)C)C(C)C)C(=O)NS(=O)(=O)c1ccccc1. The target protein sequence is VFTDNSSPPAVPQSFQVAHLHAPTGSGKSTKVPAAYAAQGYKVLVLNPSVAATLGFGAYMSKAHGVDPNIRTGVRTITTGSPITYSTYGKFLADGGCSGGAYDIIICDECHSTDATSILGIGTVLDQAETAGARLVVLATATPPGSVTVSHPNIEEVALSTTGEIPFYGKAIPLEVIKGGRHLIFCHSKKKCDELAAKLVALGINAVAYYRGLDVSVIPTSGDVVVVSTDALMTGFTGDFDSVIDCNTCVTQTVDFSLDPTFTIETTTLPQDAVSRTQRRGRTGRGKPGIYRFVAPGERPSGMFDSSVLCECYDAGCAWYELTPAETTVRLRAYMNTPGLPVCQDHLEFWEGVFTGLTHIDAHFLSQTKQSGENFPYLVAYQATVCARAQAPPPSWDQMWKCLIRLKPTLHGPTPLLYRLGAVQNEVT. The pKi is 6.8. (3) The drug is CC(NC(=O)[C@H](Cc1ccccc1)NC(=O)c1ccc2ncccc2c1)C(=O)CNC(=O)Cc1cccc(-c2ccccn2)c1. The target protein sequence is VTPVKNQGQCGSCWAFSATGALEGQMFRKTGRLISLSEQNLVDCSGPQGNEGCNGGLMDYAFQYVQDNGGLDSEESYPYEATEESCKYNPKYSVANDTGFVDIPKQEKALMKAVATVGPISVAIDAGHESFLFYKEGIYFEPDCSSEDMDHGVLVVGYGFESSESDNNKYWLVKN. The pKi is 7.4. (4) The drug is CSCC[C@H](NC(=O)[C@H](Cc1ccc(OS(=O)(=O)O)cc1)NC(=O)[C@@H](N)CC(=O)O)C(=O)NCC(=O)N[C@@H](Cc1c[nH]c2ccccc12)C(=O)N[C@@H](CCSC)C(=O)N[C@@H](CC(=O)O)C(=O)N[C@@H](Cc1ccccc1)C(N)=O. The target protein sequence is MELLKLNRSLQGPGPGPGAPLCRPAGPLLNSSGAGNVSCETPRIRGAGTRVKSMAILFNVTSLLSCWNKYRIIKVLGLSRRLRTVTKAFLLSLAVSDLLLAVACMPFTLLPNLMGTFIFGTVICKAVSYLMGVSVSVSTLSLVAIALERYSAICRPLQARVWQTRSHAARVILATWLLSGLLMVPYPVYTAVQPVGPRVLQCVHRWPNARVRQTWSVLLLLLLFFVPGVVMAVAYGLISRELYLGLRFDGDADSESQSRVRGPGGLSGSAPGPAHQNGRCRPESGLSGEDSDGCYVQLPRSRPALELSALAASTPAPGPGPRPTQAKLLAKKRVVRMLLVIVVLFFLCWLPVYSANTWRAFDGPGAHRALSGAPISFIHLLSYASACVNPLVYCFMHRRFRQACLDTCARCCPRPPRARPRPLPEEDPPTPSIASLSRLSYTTISTLGPG. The pKi is 8.1.